Dataset: CYP2D6 inhibition data for predicting drug metabolism from PubChem BioAssay. Task: Regression/Classification. Given a drug SMILES string, predict its absorption, distribution, metabolism, or excretion properties. Task type varies by dataset: regression for continuous measurements (e.g., permeability, clearance, half-life) or binary classification for categorical outcomes (e.g., BBB penetration, CYP inhibition). Dataset: cyp2d6_veith. (1) The drug is COc1ccc(C(OCCN2CCC[C@@H](C(=O)O)C2)(c2ccc(OC)cc2)c2ccc(OC)cc2)cc1. The result is 0 (non-inhibitor). (2) The molecule is N#CC(CC(=O)O)=C(c1ccccc1)c1ccccc1. The result is 0 (non-inhibitor).